This data is from Catalyst prediction with 721,799 reactions and 888 catalyst types from USPTO. The task is: Predict which catalyst facilitates the given reaction. (1) Reactant: [Cl:1][C:2]1[CH:3]=[C:4]([CH:18]=[CH:19][C:20]=1[Cl:21])[CH2:5][NH:6][C:7]1[CH:8]=[CH:9][C:10]2[N:11]([C:13]([NH2:17])=[C:14]([CH3:16])[N:15]=2)[N:12]=1.[C:22](Cl)(=[O:29])[C:23]1[CH:28]=[CH:27][CH:26]=[CH:25][CH:24]=1. Product: [Cl:1][C:2]1[CH:3]=[C:4]([CH:18]=[CH:19][C:20]=1[Cl:21])[CH2:5][NH:6][C:7]1[CH:8]=[CH:9][C:10]2[N:11]([C:13]([NH:17][C:22](=[O:29])[C:23]3[CH:28]=[CH:27][CH:26]=[CH:25][CH:24]=3)=[C:14]([CH3:16])[N:15]=2)[N:12]=1. The catalyst class is: 17. (2) Reactant: N(C(OC(C)(C)C)=O)=NC(OC(C)(C)C)=O.[F:17][C:18]1[C:23]([CH2:24]O)=[CH:22][CH:21]=[CH:20][N:19]=1.[F:26][C:27]1[CH:45]=[C:44]([F:46])[CH:43]=[CH:42][C:28]=1[O:29][C:30]1[CH:35]=[CH:34][C:33]([NH:36][S:37]([CH2:40][CH3:41])(=[O:39])=[O:38])=[CH:32][CH:31]=1.C1(P(C2C=CC=CC=2)C2C=CC=CC=2)C=CC=CC=1. Product: [F:26][C:27]1[CH:45]=[C:44]([F:46])[CH:43]=[CH:42][C:28]=1[O:29][C:30]1[CH:31]=[CH:32][C:33]([N:36]([CH2:24][C:23]2[C:18]([F:17])=[N:19][CH:20]=[CH:21][CH:22]=2)[S:37]([CH2:40][CH3:41])(=[O:38])=[O:39])=[CH:34][CH:35]=1. The catalyst class is: 7. (3) The catalyst class is: 1. Reactant: C1(P(C2C=CC=CC=2)C2C=CC=CC=2)C=CC=CC=1.N(C(OC(C)C)=O)=NC(OC(C)C)=O.[Cl:34][C:35]1[C:44]2[C:39](=[CH:40][CH:41]=[CH:42][CH:43]=2)[C:38](=[O:45])[NH:37][N:36]=1.[C:46]([N:53]1[CH2:59][CH2:58][CH2:57][C@@H:54]1[CH2:55]O)([O:48][C:49]([CH3:52])([CH3:51])[CH3:50])=[O:47]. Product: [Cl:34][C:35]1[C:44]2[C:39](=[CH:40][CH:41]=[CH:42][CH:43]=2)[C:38](=[O:45])[N:37]([CH2:55][C@H:54]2[CH2:57][CH2:58][CH2:59][N:53]2[C:46]([O:48][C:49]([CH3:50])([CH3:52])[CH3:51])=[O:47])[N:36]=1. (4) Reactant: [C:1]1([C:14]([OH:16])=O)[C:13]2[NH:12][C:11]3[C:6](=[CH:7][CH:8]=[CH:9][CH:10]=3)[C:5]=2[CH:4]=[CH:3][CH:2]=1.ON1C2C=CC=CC=2N=N1.Cl.C(N=C=NCCCN(C)C)C.[CH3:39][C:40]1[CH:46]=[CH:45][C:43]([NH2:44])=[CH:42][C:41]=1[C:47]1[CH:48]=[N:49][CH:50]=[N:51][CH:52]=1. Product: [CH3:39][C:40]1[CH:46]=[CH:45][C:43]([NH:44][C:14]([C:1]2[C:13]3[NH:12][C:11]4[C:6](=[CH:7][CH:8]=[CH:9][CH:10]=4)[C:5]=3[CH:4]=[CH:3][CH:2]=2)=[O:16])=[CH:42][C:41]=1[C:47]1[CH:52]=[N:51][CH:50]=[N:49][CH:48]=1. The catalyst class is: 112. (5) Product: [Cl:15][C:7]1[CH:6]=[C:4]([NH:5][C@H:22]([C:23]([OH:25])=[O:24])[CH3:26])[CH:3]=[C:2]([Cl:1])[C:8]=1[N:9]1[CH2:14][CH2:13][O:12][CH2:11][CH2:10]1. The catalyst class is: 69. Reactant: [Cl:1][C:2]1[CH:3]=[C:4]([CH:6]=[C:7]([Cl:15])[C:8]=1[N:9]1[CH2:14][CH2:13][O:12][CH2:11][CH2:10]1)[NH2:5].C(=O)(O)[O-].[Na+].Br[CH:22]([CH3:26])[C:23]([OH:25])=[O:24].Cl. (6) Reactant: [NH:1]1[CH2:7][CH2:6][CH2:5][CH:4]([NH:8][C:9]([C@@H:11]([NH:16][C:17](=[O:26])[O:18][CH2:19][C:20]2[CH:25]=[CH:24][CH:23]=[CH:22][CH:21]=2)[CH2:12][CH:13]([CH3:15])[CH3:14])=[O:10])[CH2:3][CH2:2]1.[C:27]([C:29]1[CH:34]=[CH:33][CH:32]=[CH:31][C:30]=1[S:35](Cl)(=[O:37])=[O:36])#[N:28].C(N(CC)CC)C. Product: [C:27]([C:29]1[CH:34]=[CH:33][CH:32]=[CH:31][C:30]=1[S:35]([N:1]1[CH2:7][CH2:6][CH2:5][CH:4]([NH:8][C:9]([C@@H:11]([NH:16][C:17](=[O:26])[O:18][CH2:19][C:20]2[CH:21]=[CH:22][CH:23]=[CH:24][CH:25]=2)[CH2:12][CH:13]([CH3:15])[CH3:14])=[O:10])[CH2:3][CH2:2]1)(=[O:37])=[O:36])#[N:28]. The catalyst class is: 2. (7) Reactant: [O:1]1[CH:5]=[CH:4][CH:3]=[C:2]1[C:6]1[O:7][C:8]([CH3:36])=[C:9]([CH2:11][O:12][C:13]2[CH:33]=[CH:32][C:16]([CH2:17][O:18][C:19]3[C:23]([CH:24]=O)=[CH:22][N:21]([C:26]4[CH:31]=[CH:30][CH:29]=[CH:28][CH:27]=4)[N:20]=3)=[CH:15][C:14]=2[O:34][CH3:35])[N:10]=1.CN.C(O)(=O)C.[B-][C:44]#[N:45].[Na+]. Product: [O:1]1[CH:5]=[CH:4][CH:3]=[C:2]1[C:6]1[O:7][C:8]([CH3:36])=[C:9]([CH2:11][O:12][C:13]2[CH:33]=[CH:32][C:16]([CH2:17][O:18][C:19]3[C:23]([CH2:24][NH:45][CH3:44])=[CH:22][N:21]([C:26]4[CH:31]=[CH:30][CH:29]=[CH:28][CH:27]=4)[N:20]=3)=[CH:15][C:14]=2[O:34][CH3:35])[N:10]=1. The catalyst class is: 214. (8) Reactant: [C:1]1([S:7]([N:10]2[C:18]3[C:13](=[CH:14][C:15]([F:19])=[CH:16][CH:17]=3)[CH:12]=[C:11]2Br)(=[O:9])=[O:8])[CH:6]=[CH:5][CH:4]=[CH:3][CH:2]=1.CN([CH:24]=[O:25])C.C([O-])([O-])=O.[K+].[K+]. The catalyst class is: 257. Product: [C:1]1([S:7]([N:10]2[C:18]3[C:13](=[CH:14][C:15]([F:19])=[CH:16][CH:17]=3)[CH:12]=[C:11]2[C:1]2[CH:2]=[C:3]([CH:4]=[CH:5][CH:6]=2)[CH:24]=[O:25])(=[O:9])=[O:8])[CH:6]=[CH:5][CH:4]=[CH:3][CH:2]=1. (9) Reactant: [F:1][C:2]([F:34])([F:33])[C:3]([N:5]([C@H:7]1[CH2:16][CH2:15][C:14]2[C:9](=[C:10]([O:31]C)[CH:11]=[CH:12][C:13]=2[S:17]([NH:20][C:21]2[CH:26]=[CH:25][C:24]([C:27]([F:30])([F:29])[F:28])=[CH:23][CH:22]=2)(=[O:19])=[O:18])[CH2:8]1)[CH3:6])=[O:4].B(Br)(Br)Br. Product: [F:34][C:2]([F:1])([F:33])[C:3]([N:5]([C@H:7]1[CH2:16][CH2:15][C:14]2[C:9](=[C:10]([OH:31])[CH:11]=[CH:12][C:13]=2[S:17]([NH:20][C:21]2[CH:26]=[CH:25][C:24]([C:27]([F:28])([F:30])[F:29])=[CH:23][CH:22]=2)(=[O:19])=[O:18])[CH2:8]1)[CH3:6])=[O:4]. The catalyst class is: 4.